The task is: Predict which catalyst facilitates the given reaction.. This data is from Catalyst prediction with 721,799 reactions and 888 catalyst types from USPTO. (1) Reactant: [F:1][C:2]([F:15])([F:14])[C:3]1[CH:12]=[C:11]2[C:6]([C:7]([SH:13])=[CH:8][CH:9]=[N:10]2)=[CH:5][CH:4]=1.[H-].[Na+].Br[CH2:19][CH2:20][CH2:21][CH2:22][CH2:23][O:24][C:25]1[C:26](=[O:40])[CH:27]=[C:28]([C:31]([CH3:39])([CH3:38])[O:32][SiH2:33][C:34]([CH3:37])([CH3:36])[CH3:35])[O:29][CH:30]=1. Product: [C:34]([SiH2:33][O:32][C:31]([CH3:38])([CH3:39])[C:28]1[O:29][CH:30]=[C:25]([O:24][CH2:23][CH2:22][CH2:21][CH2:20][CH2:19][S:13][C:7]2[C:6]3[C:11](=[CH:12][C:3]([C:2]([F:1])([F:14])[F:15])=[CH:4][CH:5]=3)[N:10]=[CH:9][CH:8]=2)[C:26](=[O:40])[CH:27]=1)([CH3:37])([CH3:36])[CH3:35]. The catalyst class is: 18. (2) Reactant: Br[C:2]1[CH:7]=[CH:6][C:5]([C:8]2[S:9][CH:10]=[CH:11][C:12]=2[Cl:13])=[CH:4][CH:3]=1.[B:14]1([B:14]2[O:18][C:17]([CH3:20])([CH3:19])[C:16]([CH3:22])([CH3:21])[O:15]2)[O:18][C:17]([CH3:20])([CH3:19])[C:16]([CH3:22])([CH3:21])[O:15]1.CC([O-])=O.[K+]. Product: [Cl:13][C:12]1[CH:11]=[CH:10][S:9][C:8]=1[C:5]1[CH:6]=[CH:7][C:2]([B:14]2[O:18][C:17]([CH3:20])([CH3:19])[C:16]([CH3:22])([CH3:21])[O:15]2)=[CH:3][CH:4]=1. The catalyst class is: 431. (3) Reactant: [NH2:1][C:2]1[N:7]=[C:6]([C:8]2[N:9](C(OC(C)(C)C)=O)[C:10]3[C:15]([CH:16]=2)=[CH:14][CH:13]=[CH:12][CH:11]=3)[CH:5]=[N:4][CH:3]=1.Cl[C:25]1[CH:34]=[CH:33][C:28]([C:29]([O:31]C)=[O:30])=[CH:27][N:26]=1.C([O-])([O-])=O.[K+].[K+].[OH-].[Na+].Cl. Product: [NH:9]1[C:10]2[C:15](=[CH:14][CH:13]=[CH:12][CH:11]=2)[CH:16]=[C:8]1[C:6]1[N:7]=[C:2]([NH:1][C:25]2[CH:34]=[CH:33][C:28]([C:29]([OH:31])=[O:30])=[CH:27][N:26]=2)[CH:3]=[N:4][CH:5]=1. The catalyst class is: 222. (4) Reactant: [NH2:1][C:2]1[CH:34]=[CH:33][C:5]([C:6]([NH:8][CH:9]2[CH2:12][C:11]3([CH2:15][CH:14]([NH:16][C:17]4[N:22]=[C:21]([C:23]5[C:31]6[C:26](=[CH:27][CH:28]=[CH:29][CH:30]=6)[NH:25][CH:24]=5)[C:20]([Cl:32])=[CH:19][N:18]=4)[CH2:13]3)[CH2:10]2)=[O:7])=[CH:4][CH:3]=1.CCN(CC)CC.[C:42](Cl)(=[O:45])[CH:43]=[CH2:44]. Product: [C:42]([NH:1][C:2]1[CH:34]=[CH:33][C:5]([C:6]([NH:8][CH:9]2[CH2:10][C:11]3([CH2:15][CH:14]([NH:16][C:17]4[N:22]=[C:21]([C:23]5[C:31]6[C:26](=[CH:27][CH:28]=[CH:29][CH:30]=6)[NH:25][CH:24]=5)[C:20]([Cl:32])=[CH:19][N:18]=4)[CH2:13]3)[CH2:12]2)=[O:7])=[CH:4][CH:3]=1)(=[O:45])[CH:43]=[CH2:44]. The catalyst class is: 2.